From a dataset of Catalyst prediction with 721,799 reactions and 888 catalyst types from USPTO. Predict which catalyst facilitates the given reaction. (1) Reactant: [CH3:1][O:2][C:3]1[CH:10]=[CH:9][C:6]([CH2:7][NH2:8])=[CH:5][CH:4]=1.[CH2:11]([O:18][C:19]1[CH:28]=[CH:27][C:26]2[C:21](=[CH:22][CH:23]=[C:24](Br)[CH:25]=2)[CH:20]=1)[C:12]1[CH:17]=[CH:16][CH:15]=[CH:14][CH:13]=1.[O-]P([O-])([O-])=O.[K+].[K+].[K+].N1CCC[C@H]1C(O)=O. Product: [CH3:1][O:2][C:3]1[CH:10]=[CH:9][C:6]([CH2:7][NH:8][C:24]2[CH:23]=[CH:22][C:21]3[C:26](=[CH:27][CH:28]=[C:19]([O:18][CH2:11][C:12]4[CH:17]=[CH:16][CH:15]=[CH:14][CH:13]=4)[CH:20]=3)[CH:25]=2)=[CH:5][CH:4]=1. The catalyst class is: 16. (2) Reactant: [CH3:1][C:2]1[C:6]([C:7]2[CH:12]=[C:11]([C:13]3[C:14]([CH3:19])=[N:15][O:16][C:17]=3[CH3:18])[CH:10]=[C:9]([NH2:20])[C:8]=2[NH2:21])=[C:5]([CH3:22])[NH:4][N:3]=1.[F:23][C:24]1([C:27](O)=O)[CH2:26][CH2:25]1.CN(C(ON1N=NC2C=CC=NC1=2)=[N+](C)C)C.F[P-](F)(F)(F)(F)F.CCN(C(C)C)C(C)C.C(O)(C(F)(F)F)=O. Product: [CH3:1][C:2]1[C:6]([C:7]2[C:8]3[N:21]=[C:27]([C:24]4([F:23])[CH2:26][CH2:25]4)[NH:20][C:9]=3[CH:10]=[C:11]([C:13]3[C:14]([CH3:19])=[N:15][O:16][C:17]=3[CH3:18])[CH:12]=2)=[C:5]([CH3:22])[NH:4][N:3]=1. The catalyst class is: 3. (3) Reactant: [O:1]1[CH2:26][CH:2]1[CH2:3][O:4][C:5]1[CH:14]=[C:13]2[C:8]([C:9](=[O:23])[N:10]([CH2:15][O:16][C:17](=[O:22])[C:18]([CH3:21])([CH3:20])[CH3:19])[CH:11]=[N:12]2)=[CH:7][C:6]=1[O:24][CH3:25].[CH3:27][N:28]1[CH2:33][CH2:32][NH:31][CH2:30][CH2:29]1. Product: [OH:1][CH:2]([CH2:26][N:31]1[CH2:32][CH2:33][N:28]([CH3:27])[CH2:29][CH2:30]1)[CH2:3][O:4][C:5]1[CH:14]=[C:13]2[C:8]([C:9](=[O:23])[N:10]([CH2:15][O:16][C:17](=[O:22])[C:18]([CH3:20])([CH3:19])[CH3:21])[CH:11]=[N:12]2)=[CH:7][C:6]=1[O:24][CH3:25]. The catalyst class is: 22. (4) Product: [C:1]([O:5][C:6](=[O:48])[N:7]([CH2:37][C:38]1[CH:43]=[CH:42][CH:41]=[C:40]([C:44]([CH3:47])([CH3:46])[CH3:45])[CH:39]=1)[C@@H:8]1[C@@H:13]([OH:14])[C@H:12]([CH2:15][C:16]2[CH:17]=[CH:18][C:19]([NH:22]/[C:23](/[SH:58])=[CH:24]/[C:25]([C:27]3[CH:32]=[CH:31][C:30]([F:33])=[CH:29][CH:28]=3)=[O:26])=[CH:20][CH:21]=2)[CH2:11][S:10](=[O:35])(=[O:36])[CH2:9]1)([CH3:3])([CH3:2])[CH3:4]. The catalyst class is: 2. Reactant: [C:1]([O:5][C:6](=[O:48])[N:7]([CH2:37][C:38]1[CH:43]=[CH:42][CH:41]=[C:40]([C:44]([CH3:47])([CH3:46])[CH3:45])[CH:39]=1)[C@@H:8]1[C@@H:13]([OH:14])[C@H:12]([CH2:15][C:16]2[CH:21]=[CH:20][C:19]([NH:22][C:23](=O)[CH2:24][C:25]([C:27]3[CH:32]=[CH:31][C:30]([F:33])=[CH:29][CH:28]=3)=[O:26])=[CH:18][CH:17]=2)[CH2:11][S:10](=[O:36])(=[O:35])[CH2:9]1)([CH3:4])([CH3:3])[CH3:2].COC1C=CC(P2(SP(C3C=CC(OC)=CC=3)(=S)S2)=[S:58])=CC=1. (5) Reactant: [NH2:1][C:2]1[C:3]([Cl:9])=[N:4][CH:5]=[N:6][C:7]=1Cl.[Cl:10][C:11]1[CH:17]=[CH:16][C:14]([NH2:15])=[CH:13][CH:12]=1.Cl. Product: [Cl:9][C:3]1[N:4]=[CH:5][N:6]=[C:7]([NH:15][C:14]2[CH:16]=[CH:17][C:11]([Cl:10])=[CH:12][CH:13]=2)[C:2]=1[NH2:1]. The catalyst class is: 88. (6) Reactant: C(O[C:6]([N:8](C)[C:9]([CH2:30][CH2:31][CH2:32][N:33]1[CH2:37][CH2:36][CH2:35][CH2:34]1)([CH2:17][CH2:18][CH2:19][CH2:20][B:21]1[O:25]C(C)(C)C(C)(C)[O:22]1)[C:10]([O:12]C(C)(C)C)=[O:11])=O)(C)(C)C.[ClH:39]. Product: [ClH:39].[ClH:39].[B:21]([CH2:20][CH2:19][CH2:18][CH2:17][C:9]([NH:8][CH3:6])([CH2:30][CH2:31][CH2:32][N:33]1[CH2:34][CH2:35][CH2:36][CH2:37]1)[C:10]([OH:12])=[O:11])([OH:22])[OH:25]. The catalyst class is: 6.